From a dataset of CYP2C9 inhibition data for predicting drug metabolism from PubChem BioAssay. Regression/Classification. Given a drug SMILES string, predict its absorption, distribution, metabolism, or excretion properties. Task type varies by dataset: regression for continuous measurements (e.g., permeability, clearance, half-life) or binary classification for categorical outcomes (e.g., BBB penetration, CYP inhibition). Dataset: cyp2c9_veith. (1) The drug is COc1ccc(C(=O)N2CCC3(CCCN(Cc4nccs4)C3)CC2)cc1. The result is 0 (non-inhibitor). (2) The molecule is O=CNc1ncn[nH]1. The result is 0 (non-inhibitor). (3) The molecule is O=C(O)c1ccccc1CN1CCC[C@@H](C(=O)O)C1. The result is 0 (non-inhibitor). (4) The molecule is COC(=O)Cn1nc(-c2ccccc2)n(-c2ccccc2)c1=S. The result is 0 (non-inhibitor). (5) The drug is COc1cccc(Cn2c(=O)c(-c3ccccc3)nc3cnc(OC)nc32)c1. The result is 1 (inhibitor). (6) The drug is Cc1ccc(C(=O)COc2ccccc2C(=O)Nc2ccccc2)cc1. The result is 1 (inhibitor).